This data is from Forward reaction prediction with 1.9M reactions from USPTO patents (1976-2016). The task is: Predict the product of the given reaction. (1) Given the reactants [C:1]1([CH3:11])[CH:6]=[CH:5][C:4]([S:7](Cl)(=[O:9])=[O:8])=[CH:3][CH:2]=1.[C:12]([N:19]1[CH2:23][CH2:22][C@@H:21]([OH:24])[CH2:20]1)([O:14][C:15]([CH3:18])([CH3:17])[CH3:16])=[O:13].C(N(CC)CC)C.CO, predict the reaction product. The product is: [C:15]([O:14][C:12]([N:19]1[CH2:23][CH2:22][C@@H:21]([O:24][S:7]([C:4]2[CH:5]=[CH:6][C:1]([CH3:11])=[CH:2][CH:3]=2)(=[O:9])=[O:8])[CH2:20]1)=[O:13])([CH3:18])([CH3:17])[CH3:16]. (2) Given the reactants [N:1]1([C:7]2[CH:14]=[CH:13][C:10]([C:11]#[N:12])=[CH:9][CH:8]=2)[CH2:6][CH2:5][O:4][CH2:3][CH2:2]1.[H-].[H-].[H-].[H-].[Li+].[Al+3].[OH-].[Na+].O, predict the reaction product. The product is: [N:1]1([C:7]2[CH:8]=[CH:9][C:10]([CH2:11][NH2:12])=[CH:13][CH:14]=2)[CH2:6][CH2:5][O:4][CH2:3][CH2:2]1. (3) Given the reactants [Si]([O:18][CH2:19][C:20]1[CH:21]=[C:22]([CH:54]=[C:55]([Cl:57])[CH:56]=1)[CH2:23][N:24]1[C:32]2[C:27](=[N:28][C:29]([N:33](C(OC(C)(C)C)=O)[NH:34]C(OC(C)(C)C)=O)=[CH:30][CH:31]=2)[CH:26]=[C:25]1[C:49]1[O:50][CH:51]=[N:52][N:53]=1)(C(C)(C)C)(C1C=CC=CC=1)C1C=CC=CC=1.[CH3:58][CH2:59]CC[N+](CCCC)(CCCC)CCCC.[F-].C1COCC1, predict the reaction product. The product is: [Cl:57][C:55]1[CH:56]=[C:20]([CH2:19][OH:18])[CH:21]=[C:22]([CH2:23][N:24]2[C:32]3[CH:31]=[CH:30][C:29]4[N:28]([C:58]([CH3:59])=[N:34][N:33]=4)[C:27]=3[CH:26]=[C:25]2[C:49]2[O:50][CH:51]=[N:52][N:53]=2)[CH:54]=1. (4) Given the reactants [CH2:1]([O:8][C:9]1[CH:14]=[CH:13][NH:12][C:11](=[O:15])[CH:10]=1)[C:2]1[CH:7]=[CH:6][CH:5]=[CH:4][CH:3]=1.Br[C:17]1[CH:22]=[CH:21][C:20]2[C:23]3[CH2:29][CH2:28][N:27]([C:30]([O:32][C:33]([CH3:36])([CH3:35])[CH3:34])=[O:31])[CH2:26][CH2:25][C:24]=3[O:37][C:19]=2[CH:18]=1.C([O-])([O-])=O.[Cs+].[Cs+].CN[C@@H]1CCCC[C@H]1NC, predict the reaction product. The product is: [CH2:1]([O:8][C:9]1[CH:14]=[CH:13][N:12]([C:17]2[CH:22]=[CH:21][C:20]3[C:23]4[CH2:29][CH2:28][N:27]([C:30]([O:32][C:33]([CH3:35])([CH3:34])[CH3:36])=[O:31])[CH2:26][CH2:25][C:24]=4[O:37][C:19]=3[CH:18]=2)[C:11](=[O:15])[CH:10]=1)[C:2]1[CH:3]=[CH:4][CH:5]=[CH:6][CH:7]=1. (5) Given the reactants Cl[C:2]1[N:7]=[C:6]([C:8](=O)[C:9]([F:21])([F:20])[C:10]2[CH:11]=[C:12]3[C:17](=[CH:18][CH:19]=2)[N:16]=[CH:15][CH:14]=[CH:13]3)[C:5](F)=[CH:4][CH:3]=1.C([Li])CCC.[CH2:29]1[N:34]2[CH2:35][CH2:36][N:34]([CH2:35][CH2:36]2)[CH2:29]1.ClC1C=CC(F)=[CH:40][N:39]=1.FC(F)(C1C=C2C(=CC=1)N=CC=C2)C([N:49]([O:51]C)C)=O, predict the reaction product. The product is: [F:20][C:9]([F:21])([C:8]1[C:6]2=[N:7][C:2]([C:36]3[CH:40]=[N:39][N:34]([CH3:29])[CH:35]=3)=[CH:3][CH:4]=[C:5]2[O:51][N:49]=1)[C:10]1[CH:11]=[C:12]2[C:17](=[CH:18][CH:19]=1)[N:16]=[CH:15][CH:14]=[CH:13]2.